This data is from Reaction yield outcomes from USPTO patents with 853,638 reactions. The task is: Predict the reaction yield, written as a fraction of the theoretical maximum amount of product (1.0 means a 100% yield; for example, 0.34 means a 34% yield). (1) The reactants are [CH3:1][O:2][C:3]1[CH:8]=[CH:7][C:6](B(O)O)=[C:5]([CH3:12])[CH:4]=1.[CH3:13][O:14][C:15]([C:17]1[S:18][C:19](Br)=[C:20]([CH3:22])[CH:21]=1)=[O:16].C([O-])([O-])=O.[K+].[K+]. The catalyst is C1(C)C=CC=CC=1.O.[Pd].C1(P(C2C=CC=CC=2)C2C=CC=CC=2)C=CC=CC=1.C1(P(C2C=CC=CC=2)C2C=CC=CC=2)C=CC=CC=1.C1(P(C2C=CC=CC=2)C2C=CC=CC=2)C=CC=CC=1.C1(P(C2C=CC=CC=2)C2C=CC=CC=2)C=CC=CC=1. The product is [CH3:13][O:14][C:15]([C:17]1[S:18][C:19]([C:6]2[CH:7]=[CH:8][C:3]([O:2][CH3:1])=[CH:4][C:5]=2[CH3:12])=[C:20]([CH3:22])[CH:21]=1)=[O:16]. The yield is 0.390. (2) The reactants are C([NH:4][C:5]1[CH:10]=[CH:9][C:8]([CH2:11][C:12]([O:14][CH2:15][CH3:16])=[O:13])=[CH:7][C:6]=1[N+:17]([O-:19])=[O:18])(=O)C. The catalyst is CCO.Cl. The product is [NH2:4][C:5]1[CH:10]=[CH:9][C:8]([CH2:11][C:12]([O:14][CH2:15][CH3:16])=[O:13])=[CH:7][C:6]=1[N+:17]([O-:19])=[O:18]. The yield is 0.890. (3) The reactants are [F:1][C:2]1[CH:3]=[C:4]2[C:8](=[CH:9][CH:10]=1)[NH:7][C:6](=[O:11])[C:5]2=[N:12][N:13]=[CH:14][C:15]1[CH:33]=[CH:32][C:18]([C:19]([NH:21][CH2:22][CH2:23][CH2:24][CH2:25][CH2:26][CH2:27][CH2:28][C:29](O)=[O:30])=[O:20])=[CH:17][CH:16]=1.Cl.C(N=C=NCCCN(C)C)C.O[C:47]1[C:55]2[N:54]=N[NH:52][C:51]=2[CH:50]=[CH:49][CH:48]=1.C(N(CC)CC)C.C1(N)C=CC=CC=1N. The catalyst is [Cl-].[Na+].O.CN(C=O)C. The product is [F:1][C:2]1[CH:3]=[C:4]2[C:8](=[CH:9][CH:10]=1)[NH:7][C:6](=[O:11])[C:5]2=[N:12][N:13]=[CH:14][C:15]1[CH:16]=[CH:17][C:18]([C:19]([NH:21][CH2:22][CH2:23][CH2:24][CH2:25][CH2:26][CH2:27][CH2:28][C:29]([NH:52][C:51]2[CH:50]=[CH:49][CH:48]=[CH:47][C:55]=2[NH2:54])=[O:30])=[O:20])=[CH:32][CH:33]=1. The yield is 0.720. (4) The reactants are [CH:1](=[O:5])/[CH:2]=[CH:3]/[CH3:4].[CH2:6]([N:13]1[C:21]2[C:16](=[CH:17][CH:18]=[CH:19][CH:20]=2)[CH:15]=[CH:14]1)[C:7]1[CH:12]=[CH:11][CH:10]=[CH:9][CH:8]=1.[N+](C1C=C([N+]([O-])=O)C=CC=1C(O)=O)([O-])=O.C([C@@H]1N[C@H](C(C)(C)C)N(C)C1=O)C1C=CC=CC=1. The catalyst is C(Cl)Cl.C(O)(C)C. The product is [CH2:6]([N:13]1[C:21]2[C:16](=[CH:17][CH:18]=[CH:19][CH:20]=2)[C:15]([C@H:3]([CH3:4])[CH2:2][CH:1]=[O:5])=[CH:14]1)[C:7]1[CH:12]=[CH:11][CH:10]=[CH:9][CH:8]=1. The yield is 0.800. (5) The reactants are [H-].[H-].[H-].[H-].[Li+].[Al+3].[Cl:7][C:8]1[CH:19]=[CH:18][C:17]([CH2:20][CH2:21][CH2:22][O:23][CH3:24])=[CH:16][C:9]=1[C:10]([NH:12][CH:13]1[CH2:15][CH2:14]1)=O. The catalyst is C1COCC1. The product is [Cl:7][C:8]1[CH:19]=[CH:18][C:17]([CH2:20][CH2:21][CH2:22][O:23][CH3:24])=[CH:16][C:9]=1[CH2:10][NH:12][CH:13]1[CH2:14][CH2:15]1. The yield is 0.590. (6) The reactants are [CH3:1][NH:2][C:3]([C:5]1[C:13]2[C:8](=[CH:9][C:10]([O:14]C)=[CH:11][CH:12]=2)[N:7]([CH3:16])[C:6]=1[CH2:17][CH3:18])=[O:4].B(Br)(Br)Br. The catalyst is C(Cl)Cl. The product is [CH3:1][NH:2][C:3]([C:5]1[C:13]2[C:8](=[CH:9][C:10]([OH:14])=[CH:11][CH:12]=2)[N:7]([CH3:16])[C:6]=1[CH2:17][CH3:18])=[O:4]. The yield is 0.680. (7) The reactants are [NH2:1][C@H:2]([C:6]([OH:8])=[O:7])[CH:3]([CH3:5])[CH3:4].[OH-].[Na+].[C:11]1([CH2:17][CH2:18][C:19](Cl)=[O:20])[CH:16]=[CH:15][CH:14]=[CH:13][CH:12]=1. The catalyst is CCOCC. The product is [C:11]1([CH2:17][CH2:18][C:19]([NH:1][C@H:2]([C:6]([OH:8])=[O:7])[CH:3]([CH3:5])[CH3:4])=[O:20])[CH:16]=[CH:15][CH:14]=[CH:13][CH:12]=1. The yield is 0.980.